From a dataset of Catalyst prediction with 721,799 reactions and 888 catalyst types from USPTO. Predict which catalyst facilitates the given reaction. Reactant: [CH:1](=[O:8])[C:2]1[CH:7]=[CH:6][CH:5]=[CH:4][CH:3]=1.[C:9]([Mg]Br)#[CH:10].[Cl-].[NH4+]. Product: [C:2]1([CH:1]([OH:8])[C:9]#[CH:10])[CH:7]=[CH:6][CH:5]=[CH:4][CH:3]=1. The catalyst class is: 165.